This data is from Reaction yield outcomes from USPTO patents with 853,638 reactions. The task is: Predict the reaction yield, written as a fraction of the theoretical maximum amount of product (1.0 means a 100% yield; for example, 0.34 means a 34% yield). (1) The reactants are [CH3:1][CH2:2][C:3]([C:5]1[CH:10]=[CH:9][C:8]([OH:11])=[CH:7][CH:6]=1)=[O:4].[CH2:12](Br)[C:13]1[CH:18]=[CH:17][CH:16]=[CH:15][CH:14]=1.C([O-])([O-])=O.[K+].[K+]. The catalyst is CC(C)=O. The product is [CH3:1][CH2:2][C:3]([C:5]1[CH:6]=[CH:7][C:8]([O:11][CH2:12][C:13]2[CH:18]=[CH:17][CH:16]=[CH:15][CH:14]=2)=[CH:9][CH:10]=1)=[O:4]. The yield is 0.930. (2) The reactants are [CH3:1][CH2:2][O:3][C:4]([C:6]1[N:10]=[C:9]([C@@H:11]2[O:16][CH2:15][N:14](S(C(C)(C)C)=O)[CH:13]([CH:23]([CH3:25])[CH3:24])[CH2:12]2)[S:8][CH:7]=1)=[O:5].Cl. The catalyst is CC#N.CCO. The product is [CH2:2]([O:3][C:4]([C:6]1[N:10]=[C:9]([C@H:11]([OH:16])[CH2:12][C@@H:13]([NH:14][CH3:15])[CH:23]([CH3:25])[CH3:24])[S:8][CH:7]=1)=[O:5])[CH3:1]. The yield is 0.970. (3) The reactants are [Br:1][C:2]1[C:3](=[O:9])[NH:4][N:5]=[C:6]([Cl:8])[CH:7]=1.[H-].[Na+].I[CH3:13]. The catalyst is CN(C=O)C. The product is [Br:1][C:2]1[C:3](=[O:9])[N:4]([CH3:13])[N:5]=[C:6]([Cl:8])[CH:7]=1. The yield is 0.680. (4) The reactants are [CH3:1][C:2]1[CH:7]=[CH:6][C:5]([S:8]([CH2:11][CH:12]([CH2:15][CH2:16][CH2:17][CH3:18])[CH:13]=[O:14])(=[O:10])=[O:9])=[CH:4][CH:3]=1.O[CH2:20][CH2:21][CH:22]=[CH2:23].C1(C)C=CC(S(O)(=O)=O)=CC=1. The catalyst is C1(C)C=CC=CC=1. The product is [CH2:15]([C:12]([CH2:11][S:8]([C:5]1[CH:4]=[CH:3][C:2]([CH3:1])=[CH:7][CH:6]=1)(=[O:10])=[O:9])([CH2:20]/[CH:21]=[CH:22]/[CH3:23])[CH:13]=[O:14])[CH2:16][CH2:17][CH3:18]. The yield is 1.00. (5) The reactants are [Cl:1][C:2]1[CH:3]=[CH:4][C:5]([CH3:13])=[C:6]([CH:12]=1)[C:7]([N:9]([CH3:11])C)=[O:8].[CH2:14]1[N:19]([C:20]2[C:25](C#N)=[CH:24][CH:23]=[CH:22][CH:21]=2)[CH2:18][CH2:17][O:16][CH2:15]1.[Cl-].[NH4+]. The catalyst is C1COCC1. The product is [Cl:1][C:2]1[CH:12]=[C:6]2[C:5]([CH:13]=[C:11]([C:21]3[CH:22]=[CH:23][CH:24]=[CH:25][C:20]=3[N:19]3[CH2:18][CH2:17][O:16][CH2:15][CH2:14]3)[NH:9][C:7]2=[O:8])=[CH:4][CH:3]=1. The yield is 0.870.